Dataset: Catalyst prediction with 721,799 reactions and 888 catalyst types from USPTO. Task: Predict which catalyst facilitates the given reaction. (1) Product: [CH:31]1([NH:37][C:20]([CH2:19][NH:18][C:16]([C:15]2[C:14](=[O:23])[N:5]3[C:6]4[CH2:7][CH2:8][CH2:9][CH2:10][CH2:11][C:12]=4[S:13][C:4]3=[N:3][C:2]=2[OH:1])=[O:17])=[O:22])[CH2:36][CH2:35][CH2:34][CH2:33][CH2:32]1. Reactant: [OH:1][C:2]1[N:3]=[C:4]2[S:13][C:12]3[CH2:11][CH2:10][CH2:9][CH2:8][CH2:7][C:6]=3[N:5]2[C:14](=[O:23])[C:15]=1[C:16]([NH:18][CH2:19][C:20]([OH:22])=O)=[O:17].C(N(CC)CC)C.[CH:31]1([NH2:37])[CH2:36][CH2:35][CH2:34][CH2:33][CH2:32]1.OC1C2N=NNC=2C=CC=1.Cl.CN(C)CCCN=C=NCC. The catalyst class is: 98. (2) Reactant: [CH3:1][N:2]([CH3:8])[C@H:3]1[CH2:7][CH2:6][NH:5][CH2:4]1.C(N(CC)CC)C.[C:16]([C:18]1[C:23]2[N:24]=[C:25]([C:27]3[S:28][CH:29]=[C:30]([C:32]([O:34][CH2:35][CH3:36])=[O:33])[N:31]=3)[O:26][C:22]=2[C:21](F)=[C:20]([C:38]2[CH:43]=[CH:42][CH:41]=[CH:40][CH:39]=2)[C:19]=1[CH3:44])#[N:17]. Product: [C:16]([C:18]1[C:23]2[N:24]=[C:25]([C:27]3[S:28][CH:29]=[C:30]([C:32]([O:34][CH2:35][CH3:36])=[O:33])[N:31]=3)[O:26][C:22]=2[C:21]([N:5]2[CH2:6][CH2:7][C@H:3]([N:2]([CH3:8])[CH3:1])[CH2:4]2)=[C:20]([C:38]2[CH:43]=[CH:42][CH:41]=[CH:40][CH:39]=2)[C:19]=1[CH3:44])#[N:17]. The catalyst class is: 16. (3) Reactant: [NH2:1][C:2]1[CH:3]=[C:4]([CH:9]2[CH2:14][CH2:13][N:12]([C:15]([O:17][C:18]([CH3:21])([CH3:20])[CH3:19])=[O:16])[CH2:11][CH2:10]2)[CH:5]=[N:6][C:7]=1[NH2:8].[O:22]([CH2:29][C:30]1[CH:37]=[CH:36][C:33]([CH:34]=O)=[CH:32][CH:31]=1)[C:23]1[CH:28]=[CH:27][CH:26]=[CH:25][CH:24]=1.C(OI(C1C=CC=CC=1)OC(=O)C)(=O)C. Product: [O:22]([CH2:29][C:30]1[CH:31]=[CH:32][C:33]([C:34]2[NH:8][C:7]3=[N:6][CH:5]=[C:4]([CH:9]4[CH2:14][CH2:13][N:12]([C:15]([O:17][C:18]([CH3:21])([CH3:20])[CH3:19])=[O:16])[CH2:11][CH2:10]4)[CH:3]=[C:2]3[N:1]=2)=[CH:36][CH:37]=1)[C:23]1[CH:24]=[CH:25][CH:26]=[CH:27][CH:28]=1. The catalyst class is: 5. (4) Reactant: C([O:3][C:4]([C:6]1[CH:7]=[CH:8][C:9]([N:12]2[CH2:17][CH2:16][N:15]([C:18]([O:20][C:21]([CH3:24])([CH3:23])[CH3:22])=[O:19])[CH2:14][CH2:13]2)=[N:10][CH:11]=1)=[O:5])C.CO.[OH-].[Na+]. Product: [C:21]([O:20][C:18]([N:15]1[CH2:16][CH2:17][N:12]([C:9]2[CH:8]=[CH:7][C:6]([C:4]([OH:5])=[O:3])=[CH:11][N:10]=2)[CH2:13][CH2:14]1)=[O:19])([CH3:24])([CH3:22])[CH3:23]. The catalyst class is: 1. (5) Reactant: S(Cl)(Cl)=O.[Br:5][C:6]1[CH:7]=[C:8]([C:13](=[O:29])[CH2:14][C:15]([C:21]2[CH:26]=[C:25]([Cl:27])[CH:24]=[C:23]([Cl:28])[CH:22]=2)(O)[C:16]([F:19])([F:18])[F:17])[CH:9]=[CH:10][C:11]=1[F:12].N1C=CC=CC=1.Cl. Product: [Br:5][C:6]1[CH:7]=[C:8]([C:13](=[O:29])[CH:14]=[C:15]([C:21]2[CH:22]=[C:23]([Cl:28])[CH:24]=[C:25]([Cl:27])[CH:26]=2)[C:16]([F:17])([F:18])[F:19])[CH:9]=[CH:10][C:11]=1[F:12]. The catalyst class is: 11. (6) Reactant: Cl[CH:2]1[CH2:7][CH2:6][CH2:5][CH2:4][C:3]1=O.[NH2:9][C:10]([NH2:12])=[S:11]. Product: [S:11]1[C:3]2[CH2:4][CH2:5][CH2:6][CH2:7][C:2]=2[N:9]=[C:10]1[NH2:12]. The catalyst class is: 7. (7) Reactant: [OH:1][CH2:2][C@H:3]1[CH2:8][N:7]([C:9]([O:11][C:12]([CH3:15])([CH3:14])[CH3:13])=[O:10])[C@@H:6]([CH3:16])[CH2:5][CH2:4]1.[CH3:17][S:18](Cl)(=[O:20])=[O:19]. Product: [CH3:16][C@H:6]1[CH2:5][CH2:4][C@@H:3]([CH2:2][O:1][S:18]([CH3:17])(=[O:20])=[O:19])[CH2:8][N:7]1[C:9]([O:11][C:12]([CH3:15])([CH3:14])[CH3:13])=[O:10]. The catalyst class is: 2. (8) Reactant: [C-]#N.[Na+].Br[CH2:5][C:6]1[CH:11]=[CH:10][C:9]([C:12]2[O:13][C:14]3[CH:20]=[CH:19][CH:18]=[CH:17][C:15]=3[N:16]=2)=[CH:8][C:7]=1[Cl:21].[CH3:22][N:23](C=O)C.O. Product: [O:13]1[C:14]2[CH:20]=[CH:19][CH:18]=[CH:17][C:15]=2[N:16]=[C:12]1[C:9]1[CH:10]=[CH:11][C:6]([CH2:5][C:22]#[N:23])=[C:7]([Cl:21])[CH:8]=1. The catalyst class is: 170. (9) Reactant: [CH3:1][O:2][C:3]1[C:4]([O:12][CH2:13][CH2:14][CH3:15])=[C:5]([CH:9]=[CH:10][CH:11]=1)[CH2:6]CN.[C:16](Cl)(=[O:19])[CH:17]=[CH2:18].C[CH2:22][N:23](CC)CC. Product: [CH3:1][O:2][C:3]1[C:4]([O:12][CH2:13][CH2:14][CH3:15])=[C:5]([CH:9]=[CH:10][CH:11]=1)[CH2:6][N:23]([CH3:22])[C:16](=[O:19])[CH:17]=[CH2:18]. The catalyst class is: 2.